From a dataset of Forward reaction prediction with 1.9M reactions from USPTO patents (1976-2016). Predict the product of the given reaction. (1) Given the reactants Br[C:2]1[CH:10]=[C:9]2[C:5]([CH:6]=[CH:7][NH:8]2)=[CH:4][CH:3]=1.[CH:11]([C:13]1[CH:18]=[CH:17][C:16](B(O)O)=[CH:15][CH:14]=1)=[O:12].C([O-])([O-])=O.[Na+].[Na+].O, predict the reaction product. The product is: [NH:8]1[C:9]2[C:5](=[CH:4][CH:3]=[C:2]([C:16]3[CH:17]=[CH:18][C:13]([CH:11]=[O:12])=[CH:14][CH:15]=3)[CH:10]=2)[CH:6]=[CH:7]1. (2) Given the reactants [OH-].[Na+].[Cl:3][C:4]1[CH:27]=[CH:26][C:7]([O:8][C:9]2[C:17]3[C:12](=[CH:13][CH:14]=[C:15]([F:18])[CH:16]=3)[N:11]([CH2:19][C:20]([O:22]CC)=[O:21])[C:10]=2[CH3:25])=[CH:6][CH:5]=1.O.Cl, predict the reaction product. The product is: [Cl:3][C:4]1[CH:27]=[CH:26][C:7]([O:8][C:9]2[C:17]3[C:12](=[CH:13][CH:14]=[C:15]([F:18])[CH:16]=3)[N:11]([CH2:19][C:20]([OH:22])=[O:21])[C:10]=2[CH3:25])=[CH:6][CH:5]=1. (3) Given the reactants [NH2:1][CH2:2][C@H:3]1[N:8]([C:9]([C:11]2[N:12]=[C:13]([CH3:23])[S:14][C:15]=2[C:16]2[CH:17]=[C:18]([CH3:22])[CH:19]=[CH:20][CH:21]=2)=[O:10])[CH2:7][C@@H:6]2[C@H:4]1[CH2:5]2.[CH3:24][C:25]1[C:29]([C:30](O)=[O:31])=[C:28]([CH3:33])[O:27][N:26]=1, predict the reaction product. The product is: [CH3:23][C:13]1[S:14][C:15]([C:16]2[CH:17]=[C:18]([CH3:22])[CH:19]=[CH:20][CH:21]=2)=[C:11]([C:9]([N:8]2[CH2:7][C@@H:6]3[C@@H:4]([CH2:5]3)[C@H:3]2[CH2:2][NH:1][C:30]([C:29]2[C:25]([CH3:24])=[N:26][O:27][C:28]=2[CH3:33])=[O:31])=[O:10])[N:12]=1. (4) Given the reactants [N:1]12[CH2:8][CH2:7][C:4]([C:9]([C:17]3[CH:22]=[CH:21][CH:20]=[CH:19][CH:18]=3)([C:11]3[CH:16]=[CH:15][CH:14]=[CH:13][CH:12]=3)[OH:10])([CH2:5][CH2:6]1)[CH2:3][CH2:2]2.[Br:23][CH3:24], predict the reaction product. The product is: [Br-:23].[OH:10][C:9]([C:17]1[CH:22]=[CH:21][CH:20]=[CH:19][CH:18]=1)([C:11]1[CH:12]=[CH:13][CH:14]=[CH:15][CH:16]=1)[C:4]12[CH2:5][CH2:6][N+:1]([CH3:24])([CH2:2][CH2:3]1)[CH2:8][CH2:7]2. (5) Given the reactants [O:1]1[CH2:5][CH2:4][C:3]2=[C:6]([CH:13]=[O:14])[C:7]3[O:8][CH2:9][CH2:10][C:11]=3[CH:12]=[C:2]12.[OH-:15].[Na+], predict the reaction product. The product is: [O:1]1[CH2:5][CH2:4][C:3]2=[C:6]([C:13]([OH:15])=[O:14])[C:7]3[O:8][CH2:9][CH2:10][C:11]=3[CH:12]=[C:2]12. (6) Given the reactants [Cl:1][C:2]1[CH:3]=[CH:4][C:5]([C:8]([NH:10][C:11]2[CH:16]=[CH:15][C:14]([F:17])=[C:13]([C@:18]3([CH3:40])[CH2:23][C@@H:22]([C:24]([F:27])([F:26])[F:25])[O:21][C:20]([NH:28]C(=O)C4C=CC([N+]([O-])=O)=CC=4)=[N:19]3)[N:12]=2)=[O:9])=[N:6][CH:7]=1.N12CCCN=C1CCCCC2, predict the reaction product. The product is: [NH2:28][C:20]1[O:21][C@H:22]([C:24]([F:25])([F:27])[F:26])[CH2:23][C@:18]([C:13]2[N:12]=[C:11]([NH:10][C:8](=[O:9])[C:5]3[CH:4]=[CH:3][C:2]([Cl:1])=[CH:7][N:6]=3)[CH:16]=[CH:15][C:14]=2[F:17])([CH3:40])[N:19]=1.